The task is: Predict the reaction yield, written as a fraction of the theoretical maximum amount of product (1.0 means a 100% yield; for example, 0.34 means a 34% yield).. This data is from Reaction yield outcomes from USPTO patents with 853,638 reactions. The catalyst is ClCCl. The reactants are [NH2:1][C:2]1[C:15]2[C:6](=[CH:7][C:8]3[C:9]4[C:14]=2[C:13](=[O:16])[N:12]([CH2:17][CH2:18][N:19]([CH3:21])[CH3:20])[C:11](=[O:22])[C:10]=4[CH:23]=[CH:24][CH:25]=3)[CH:5]=[CH:4][CH:3]=1.[Cl:26][C:27]1[CH:32]=[CH:31][C:30]([CH2:33][C:34](Cl)=[O:35])=[CH:29][CH:28]=1. The product is [Cl:26][C:27]1[CH:32]=[CH:31][C:30]([CH2:33][C:34]([NH:1][C:2]2[C:15]3[C:6](=[CH:7][C:8]4[C:9]5[C:14]=3[C:13](=[O:16])[N:12]([CH2:17][CH2:18][N:19]([CH3:20])[CH3:21])[C:11](=[O:22])[C:10]=5[CH:23]=[CH:24][CH:25]=4)[CH:5]=[CH:4][CH:3]=2)=[O:35])=[CH:29][CH:28]=1. The yield is 0.840.